From a dataset of Reaction yield outcomes from USPTO patents with 853,638 reactions. Predict the reaction yield, written as a fraction of the theoretical maximum amount of product (1.0 means a 100% yield; for example, 0.34 means a 34% yield). (1) The reactants are [CH2:1]=[C:2]1[CH2:11][CH2:10][C:5]2([O:9][CH2:8][CH2:7][O:6]2)[CH2:4][CH2:3]1.Br[C:13]1[N:18]2[N:19]=[C:20]([NH:22][C:23]3[CH:28]=[CH:27][C:26]([C:29]([F:32])([F:31])[F:30])=[CH:25][CH:24]=3)[N:21]=[C:17]2[CH:16]=[CH:15][CH:14]=1.ClCCl.C(=O)([O-])[O-].[K+].[K+]. The catalyst is CN(C)C=O. The product is [O:9]1[C:5]2([CH2:10][CH2:11][CH:2]([CH2:1][C:13]3[N:18]4[N:19]=[C:20]([NH:22][C:23]5[CH:28]=[CH:27][C:26]([C:29]([F:30])([F:31])[F:32])=[CH:25][CH:24]=5)[N:21]=[C:17]4[CH:16]=[CH:15][CH:14]=3)[CH2:3][CH2:4]2)[O:6][CH2:7][CH2:8]1. The yield is 0.743. (2) The reactants are C([O:4][C@H:5]1[C@@H:29]([O:30]C(=O)C)[C@H:28]([O:34]C(=O)C)[C@@H:27]([CH2:38][O:39]C(=O)C)[O:26][C@@H:6]1[O:7][C:8]1[CH:13]=[CH:12][CH:11]=[C:10]([N:14]2[C:22]3[C:17](=[CH:18][C:19]([N+:23]([O-:25])=[O:24])=[CH:20][CH:21]=3)[CH2:16][CH2:15]2)[CH:9]=1)(=O)C.C[O-].[Na+].C(Cl)Cl.CO.C(O)(=O)C. The catalyst is CO. The product is [O:7]([C:8]1[CH:13]=[CH:12][CH:11]=[C:10]([N:14]2[C:22]3[C:17](=[CH:18][C:19]([N+:23]([O-:25])=[O:24])=[CH:20][CH:21]=3)[CH2:16][CH2:15]2)[CH:9]=1)[C@H:6]1[O:26][C@H:27]([CH2:38][OH:39])[C@@H:28]([OH:34])[C@H:29]([OH:30])[C@@H:5]1[OH:4]. The yield is 0.600. (3) The reactants are CCN(C(C)C)C(C)C.[OH:10][C:11]1[CH:12]=[CH:13][CH:14]=[C:15]2[C:20]=1[O:19][C:18](=[O:21])[C:17]([C:22]([OH:24])=O)=[CH:16]2.CN(C(ON1N=NC2C=CC=NC1=2)=[N+](C)C)C.F[P-](F)(F)(F)(F)F.[NH:49]1[C:57]2[C:52](=[C:53]([C:58]3[CH:59]=[C:60]([NH2:64])[CH:61]=[CH:62][CH:63]=3)[CH:54]=[CH:55][CH:56]=2)[CH:51]=[CH:50]1. The catalyst is CN(C=O)C. The product is [NH:49]1[C:57]2[C:52](=[C:53]([C:58]3[CH:59]=[C:60]([NH:64][C:22]([C:17]4[C:18](=[O:21])[O:19][C:20]5[C:15]([CH:16]=4)=[CH:14][CH:13]=[CH:12][C:11]=5[OH:10])=[O:24])[CH:61]=[CH:62][CH:63]=3)[CH:54]=[CH:55][CH:56]=2)[CH:51]=[CH:50]1. The yield is 0.520. (4) The reactants are C(=O)([O-])[O-].[K+].[K+].[Br:7][C:8]1[CH:13]=[CH:12][C:11]([OH:14])=[CH:10][CH:9]=1.Br[CH2:16][CH2:17][O:18][CH3:19]. The catalyst is CN(C)C=O.O. The product is [Br:7][C:8]1[CH:13]=[CH:12][C:11]([O:14][CH2:16][CH2:17][O:18][CH3:19])=[CH:10][CH:9]=1. The yield is 0.990. (5) The reactants are [C:1]([O:5][C:6]([NH:8][C:9]([CH3:14])([CH2:12][OH:13])[CH2:10][OH:11])=[O:7])([CH3:4])([CH3:3])[CH3:2].[C:15](OC=C)(=[O:21])[CH2:16][CH2:17][CH2:18][CH2:19][CH3:20]. The catalyst is C(OC(C)C)(C)C. The product is [C:1]([O:5][C:6]([NH:8][C@@:9]([CH3:14])([CH2:10][O:11][C:15](=[O:21])[CH2:16][CH2:17][CH2:18][CH2:19][CH3:20])[CH2:12][OH:13])=[O:7])([CH3:4])([CH3:3])[CH3:2]. The yield is 0.850.